From a dataset of Full USPTO retrosynthesis dataset with 1.9M reactions from patents (1976-2016). Predict the reactants needed to synthesize the given product. (1) Given the product [OH:1][CH:2]([CH2:3][CH2:4][CH2:5][CH2:6][CH2:7][CH2:8][CH2:9][CH2:10][CH2:11][CH2:12][CH2:13][C:14]([O:16][CH:17]([CH2:22][CH:23]([CH3:25])[CH3:24])[CH2:18][CH:19]([CH3:21])[CH3:20])=[O:15])[CH2:26][CH2:27][CH2:28][CH2:29][CH2:30][CH2:31][CH2:32][CH2:33][CH2:34][CH2:35][CH2:36][C:37]([O:39][CH:40]([CH2:45][CH:46]([CH3:47])[CH3:48])[CH2:41][CH:42]([CH3:44])[CH3:43])=[O:38], predict the reactants needed to synthesize it. The reactants are: [O:1]=[C:2]([CH2:26][CH2:27][CH2:28][CH2:29][CH2:30][CH2:31][CH2:32][CH2:33][CH2:34][CH2:35][CH2:36][C:37]([O:39][CH:40]([CH2:45][CH:46]([CH3:48])[CH3:47])[CH2:41][CH:42]([CH3:44])[CH3:43])=[O:38])[CH2:3][CH2:4][CH2:5][CH2:6][CH2:7][CH2:8][CH2:9][CH2:10][CH2:11][CH2:12][CH2:13][C:14]([O:16][CH:17]([CH2:22][CH:23]([CH3:25])[CH3:24])[CH2:18][CH:19]([CH3:21])[CH3:20])=[O:15].[BH4-].[Na+]. (2) Given the product [N+:1]([O-:3])([O:4][CH2:5][C:6]1[CH:7]=[CH:8][C:9]([C:10]([NH:36][S:33]([C:30]2[CH:29]=[CH:28][C:27]([N:26]3[C:22]([C:19]4[CH:20]=[CH:21][C:16]([CH3:15])=[CH:17][CH:18]=4)=[CH:23][C:24]([C:37]([F:38])([F:39])[F:40])=[N:25]3)=[CH:32][CH:31]=2)(=[O:35])=[O:34])=[O:12])=[CH:13][CH:14]=1)=[O:2], predict the reactants needed to synthesize it. The reactants are: [N+:1]([O:4][CH2:5][C:6]1[CH:14]=[CH:13][C:9]([C:10]([OH:12])=O)=[CH:8][CH:7]=1)([O-:3])=[O:2].[CH3:15][C:16]1[CH:17]=[CH:18][C:19]([C:22]2[N:26]([C:27]3[CH:28]=[CH:29][C:30]([S:33]([NH2:36])(=[O:35])=[O:34])=[CH:31][CH:32]=3)[N:25]=[C:24]([C:37]([F:40])([F:39])[F:38])[CH:23]=2)=[CH:20][CH:21]=1.CCN=C=NCCCN(C)C.[NH4+].[Cl-]. (3) Given the product [NH2:14][C:15]1[CH:16]=[C:17]2[C:21]([CH2:20][N:19]([C:25]([O:27][CH2:28][C:29]3[CH:34]=[CH:33][CH:32]=[CH:31][CH:30]=3)=[O:26])[CH2:18]2)=[CH:22][C:23]=1[C:1]([O:4][CH3:7])=[O:2], predict the reactants needed to synthesize it. The reactants are: [C:1]([O-:4])([O-])=[O:2].[K+].[K+].[CH3:7]CN(CC)CC.[NH2:14][C:15]1[CH:16]=[C:17]2[C:21](=[CH:22][C:23]=1I)[CH2:20][N:19]([C:25]([O:27][CH2:28][C:29]1[CH:34]=[CH:33][CH:32]=[CH:31][CH:30]=1)=[O:26])[CH2:18]2. (4) Given the product [O:23]=[C:13]1[C:14]2[CH:22]=[CH:21][CH:20]=[CH:19][C:15]=2[C@H:16]2[CH2:17][CH2:18][N:8]([C:32]([O:34][C:35]([CH3:36])([CH3:37])[CH3:38])=[O:33])[CH2:9][C@H:10]2[CH2:11][NH:12]1, predict the reactants needed to synthesize it. The reactants are: C([N:8]1[CH2:18][CH2:17][C:16]2[C:15]3[CH:19]=[CH:20][CH:21]=[CH:22][C:14]=3[C:13](=[O:23])[NH:12][CH2:11][C:10]=2[CH2:9]1)C1C=CC=CC=1.[C:32](O[C:32]([O:34][C:35]([CH3:38])([CH3:37])[CH3:36])=[O:33])([O:34][C:35]([CH3:38])([CH3:37])[CH3:36])=[O:33].